From a dataset of Forward reaction prediction with 1.9M reactions from USPTO patents (1976-2016). Predict the product of the given reaction. (1) The product is: [F:1][C:2]1[CH:7]=[C:6]([CH3:8])[C:5]([S:9][CH2:10][C:11]([F:12])([F:13])[F:14])=[CH:4][C:3]=1[N:15]1[C:19]([C:20]([O:22][CH2:23][CH3:24])=[O:21])=[CH:18][C:17]([O:25][CH2:35][C:34]([F:54])([F:53])[C:33]([F:56])([F:55])[F:32])=[N:16]1. Given the reactants [F:1][C:2]1[CH:7]=[C:6]([CH3:8])[C:5]([S:9][CH2:10][C:11]([F:14])([F:13])[F:12])=[CH:4][C:3]=1[N:15]1[C:19]([C:20]([O:22][CH2:23][CH3:24])=[O:21])=[CH:18][C:17]([OH:25])=[N:16]1.C(=O)([O-])[O-].[K+].[K+].[F:32][C:33]([F:56])([F:55])[C:34]([F:54])([F:53])[C:35](F)(F)C(F)(F)S(O[CH2:35][C:34]([F:54])([F:53])[C:33]([F:56])([F:55])[F:32])(=O)=O, predict the reaction product. (2) Given the reactants [OH:1][C:2]1[CH:3]=[C:4]([C:10]2[CH:15]=[CH:14][CH:13]=[C:12]([CH2:16][C:17]([O:19][CH3:20])=[O:18])[CH:11]=2)[CH:5]=[CH:6][C:7]=1[O:8][CH3:9].[F:21][C:22]([F:35])([F:34])[S:23](O[S:23]([C:22]([F:35])([F:34])[F:21])(=[O:25])=[O:24])(=[O:25])=[O:24], predict the reaction product. The product is: [CH3:9][O:8][C:7]1[CH:6]=[CH:5][C:4]([C:10]2[CH:15]=[CH:14][CH:13]=[C:12]([CH2:16][C:17]([O:19][CH3:20])=[O:18])[CH:11]=2)=[CH:3][C:2]=1[O:1][S:23]([C:22]([F:35])([F:34])[F:21])(=[O:25])=[O:24].